Dataset: Full USPTO retrosynthesis dataset with 1.9M reactions from patents (1976-2016). Task: Predict the reactants needed to synthesize the given product. (1) The reactants are: Cl.[F:2][C:3]([F:29])([F:28])[C:4]1[CH:5]=[C:6]([CH:21]=[C:22]([C:24]([F:27])([F:26])[F:25])[CH:23]=1)[CH2:7][O:8][C@H:9]1[CH2:14][CH2:13][NH:12][CH2:11][C@H:10]1[C:15]1[CH:20]=[CH:19][CH:18]=[CH:17][CH:16]=1.Cl[C:31]([O:33][CH3:34])=[O:32]. Given the product [CH3:34][O:33][C:31]([N:12]1[CH2:13][CH2:14][C@H:9]([O:8][CH2:7][C:6]2[CH:21]=[C:22]([C:24]([F:27])([F:25])[F:26])[CH:23]=[C:4]([C:3]([F:2])([F:28])[F:29])[CH:5]=2)[C@H:10]([C:15]2[CH:16]=[CH:17][CH:18]=[CH:19][CH:20]=2)[CH2:11]1)=[O:32], predict the reactants needed to synthesize it. (2) Given the product [Br-:12].[CH3:3][C:4]1([CH3:11])[C:5](=[O:10])[N:6]([CH2:13][CH2:14][N+:15]([CH3:18])([CH3:17])[CH3:16])[C:7](=[O:9])[NH:8]1, predict the reactants needed to synthesize it. The reactants are: [H-].[Na+].[CH3:3][C:4]1([CH3:11])[NH:8][C:7](=[O:9])[NH:6][C:5]1=[O:10].[Br:12][CH2:13][CH2:14][N+:15]([CH3:18])([CH3:17])[CH3:16]. (3) Given the product [F:1][C:2]1[CH:7]=[CH:6][CH:5]=[CH:4][C:3]=1[C:31]1[CH:32]=[C:33]([C:36]([F:39])([F:38])[F:37])[CH:34]=[CH:35][C:30]=1[O:29][C:25]1[CH:24]=[C:23]([CH:28]=[CH:27][CH:26]=1)[O:22][C:19]1[CH:20]=[CH:21][C:16]([CH2:15][CH2:14][C:13]([OH:42])=[O:12])=[C:17]([CH3:41])[CH:18]=1, predict the reactants needed to synthesize it. The reactants are: [F:1][C:2]1[CH:7]=[CH:6][CH:5]=[CH:4][C:3]=1B(O)O.C[O:12][C:13](=[O:42])[CH2:14][CH2:15][C:16]1[CH:21]=[CH:20][C:19]([O:22][C:23]2[CH:28]=[CH:27][CH:26]=[C:25]([O:29][C:30]3[CH:35]=[CH:34][C:33]([C:36]([F:39])([F:38])[F:37])=[CH:32][C:31]=3Br)[CH:24]=2)=[CH:18][C:17]=1[CH3:41]. (4) The reactants are: [C:1]12(CN)[CH2:10][CH:5]3[CH2:6][CH:7]([CH2:9][CH:3]([CH2:4]3)[CH2:2]1)[CH2:8]2.CCN(C(C)C)C(C)C.C(Cl)CCl.O. Given the product [CH:1]12[CH2:10][CH:5]3[CH2:6][CH:7]([CH2:9][CH:3]([CH2:4]3)[CH2:2]1)[CH2:8]2, predict the reactants needed to synthesize it.